Task: Predict the product of the given reaction.. Dataset: Forward reaction prediction with 1.9M reactions from USPTO patents (1976-2016) (1) Given the reactants F[C:2]1[CH:3]=[CH:4][C:5]([N+:9]([O-:11])=[O:10])=[C:6]([CH3:8])[CH:7]=1.CN1CCCC1=O.[NH2:19][CH2:20][CH:21]([OH:24])[CH2:22][OH:23], predict the reaction product. The product is: [N+:9]([C:5]1[CH:4]=[CH:3][C:2]([NH:19][CH2:20][CH:21]([OH:24])[CH2:22][OH:23])=[CH:7][C:6]=1[CH3:8])([O-:11])=[O:10]. (2) Given the reactants [CH:1]1([CH2:4][N:5]([CH2:42][CH:43]2[CH2:45][CH2:44]2)[C:6]2[C:15]([CH2:16][N:17]([C:33]3[N:34]=[N:35][N:36]([CH2:38][CH2:39][OH:40])[N:37]=3)[CH2:18][C:19]3[CH:24]=[C:23]([C:25]([F:28])([F:27])[F:26])[CH:22]=[C:21]([C:29]([F:32])([F:31])[F:30])[CH:20]=3)=[CH:14][C:13]3[C:8](=[C:9]([CH3:41])[CH:10]=[CH:11][CH:12]=3)[N:7]=2)[CH2:3][CH2:2]1.[OH-].[Na+].O.[CH3:49]SC, predict the reaction product. The product is: [F:31][C:29]([F:32])([F:30])[C:21]1[CH:20]=[C:19]([CH:24]=[C:23]([C:25]([F:26])([F:27])[F:28])[CH:22]=1)[CH2:18][N:17]([CH2:16][C:15]1[C:6]([N:5]([CH2:4][CH:1]2[CH2:3][CH2:2]2)[CH2:42][CH:43]2[CH2:45][CH2:44]2)=[N:7][C:8]2[C:13]([CH:14]=1)=[CH:12][CH:11]=[CH:10][C:9]=2[CH3:41])[C:33]1[N:34]=[N:35][N:36]([CH2:38][CH2:39][O:40][CH3:49])[N:37]=1. (3) Given the reactants Br[CH2:2][CH2:3][CH2:4][C:5]([O:7][CH2:8][CH3:9])=[O:6].[Cl:10][C:11]1[CH:12]=[N:13][CH:14]=[C:15]([Cl:32])[C:16]=1[NH:17][C:18]1[C:27]2[C:22](=[C:23]([OH:30])[C:24]([O:28][CH3:29])=[CH:25][CH:26]=2)[O:21][C:20](=[O:31])[CH:19]=1, predict the reaction product. The product is: [Cl:10][C:11]1[CH:12]=[N:13][CH:14]=[C:15]([Cl:32])[C:16]=1[NH:17][C:18]1[C:27]2[C:22](=[C:23]([O:30][CH2:2][CH2:3][CH2:4][C:5]([O:7][CH2:8][CH3:9])=[O:6])[C:24]([O:28][CH3:29])=[CH:25][CH:26]=2)[O:21][C:20](=[O:31])[CH:19]=1. (4) Given the reactants CC[O:3]C(/N=N/C(OCC)=O)=O.C(OC(=O)CCCCCCCCCCCO)C1C=CC=CC=1.[C:35]1([P:41]([C:48]2[CH:53]=[CH:52][CH:51]=[CH:50][CH:49]=2)[C:42]2[CH:47]=[CH:46][CH:45]=[CH:44][CH:43]=2)[CH:40]=[CH:39][CH:38]=[CH:37][CH:36]=1.ON1C(=O)C2=CC=CC=C2C1=O, predict the reaction product. The product is: [C:48]1([P:41](=[O:3])([C:35]2[CH:36]=[CH:37][CH:38]=[CH:39][CH:40]=2)[C:42]2[CH:47]=[CH:46][CH:45]=[CH:44][CH:43]=2)[CH:49]=[CH:50][CH:51]=[CH:52][CH:53]=1. (5) Given the reactants [CH3:1][N:2]1[C:6](=[O:7])[O:5][N:4]=[C:3]1[O:8]CC1C=CC=CC=1.[F:16][C:17]1[CH:22]=[CH:21][C:20]([N:23]([CH:27]([CH3:29])[CH3:28])[C:24](Cl)=[O:25])=[CH:19][CH:18]=1, predict the reaction product. The product is: [F:16][C:17]1[CH:18]=[CH:19][C:20]([N:23]([CH:27]([CH3:29])[CH3:28])[C:24]([N:4]2[C:3](=[O:8])[N:2]([CH3:1])[C:6](=[O:7])[O:5]2)=[O:25])=[CH:21][CH:22]=1. (6) Given the reactants Cl[C:2]1[CH:7]=[C:6]([CH3:8])[C:5]([C:9](=[O:11])[CH3:10])=[C:4]([CH3:12])[CH:3]=1.[O-]P([O-])([O-])=O.[K+].[K+].[K+].[C:21]1([OH:27])[CH:26]=[CH:25][CH:24]=[CH:23][CH:22]=1.C(P(C(C)(C)C)C1C=CC=CC=1C1C=CC=CC=1)(C)(C)C, predict the reaction product. The product is: [CH3:8][C:6]1[CH:7]=[C:2]([O:27][C:21]2[CH:26]=[CH:25][CH:24]=[CH:23][CH:22]=2)[CH:3]=[C:4]([CH3:12])[C:5]=1[C:9](=[O:11])[CH3:10]. (7) Given the reactants [CH3:1][C:2]1[CH:3]=[C:4]([C:19]2[S:23][C:22]([C:24]3([C:27](O)=[O:28])[CH2:26][CH2:25]3)=[N:21][CH:20]=2)[CH:5]=[C:6]([NH:8][C:9]2[N:14]=[C:13]([C:15]([F:18])([F:17])[F:16])[CH:12]=[CH:11][N:10]=2)[CH:7]=1.[CH:30]([NH:32][NH2:33])=[O:31].C1C=CC2N(O)N=NC=2C=1.C(Cl)CCl.CCN(C(C)C)C(C)C, predict the reaction product. The product is: [CH:30]([NH:32][NH:33][C:27]([C:24]1([C:22]2[S:23][C:19]([C:4]3[CH:5]=[C:6]([NH:8][C:9]4[N:14]=[C:13]([C:15]([F:16])([F:18])[F:17])[CH:12]=[CH:11][N:10]=4)[CH:7]=[C:2]([CH3:1])[CH:3]=3)=[CH:20][N:21]=2)[CH2:25][CH2:26]1)=[O:28])=[O:31].